From a dataset of NCI-60 drug combinations with 297,098 pairs across 59 cell lines. Regression. Given two drug SMILES strings and cell line genomic features, predict the synergy score measuring deviation from expected non-interaction effect. (1) Drug 1: CC1CCC2CC(C(=CC=CC=CC(CC(C(=O)C(C(C(=CC(C(=O)CC(OC(=O)C3CCCCN3C(=O)C(=O)C1(O2)O)C(C)CC4CCC(C(C4)OC)OCCO)C)C)O)OC)C)C)C)OC. Drug 2: CC1C(C(CC(O1)OC2CC(CC3=C2C(=C4C(=C3O)C(=O)C5=C(C4=O)C(=CC=C5)OC)O)(C(=O)CO)O)N)O.Cl. Cell line: 786-0. Synergy scores: CSS=50.0, Synergy_ZIP=-4.56, Synergy_Bliss=-2.16, Synergy_Loewe=2.21, Synergy_HSA=2.80. (2) Synergy scores: CSS=25.1, Synergy_ZIP=-4.82, Synergy_Bliss=-2.87, Synergy_Loewe=-31.1, Synergy_HSA=0.447. Cell line: EKVX. Drug 1: C1CC(=O)NC(=O)C1N2CC3=C(C2=O)C=CC=C3N. Drug 2: CC1CCC2CC(C(=CC=CC=CC(CC(C(=O)C(C(C(=CC(C(=O)CC(OC(=O)C3CCCCN3C(=O)C(=O)C1(O2)O)C(C)CC4CCC(C(C4)OC)O)C)C)O)OC)C)C)C)OC. (3) Drug 1: C1CCC(C1)C(CC#N)N2C=C(C=N2)C3=C4C=CNC4=NC=N3. Drug 2: CC1CCC2CC(C(=CC=CC=CC(CC(C(=O)C(C(C(=CC(C(=O)CC(OC(=O)C3CCCCN3C(=O)C(=O)C1(O2)O)C(C)CC4CCC(C(C4)OC)OCCO)C)C)O)OC)C)C)C)OC. Cell line: U251. Synergy scores: CSS=24.4, Synergy_ZIP=-2.78, Synergy_Bliss=0.156, Synergy_Loewe=-23.2, Synergy_HSA=0.812. (4) Drug 1: C1=NNC2=C1C(=O)NC=N2. Drug 2: CCC1(C2=C(COC1=O)C(=O)N3CC4=CC5=C(C=CC(=C5CN(C)C)O)N=C4C3=C2)O.Cl. Cell line: UACC62. Synergy scores: CSS=51.0, Synergy_ZIP=0.297, Synergy_Bliss=0.982, Synergy_Loewe=-61.7, Synergy_HSA=0.666. (5) Drug 1: C1CCC(C1)C(CC#N)N2C=C(C=N2)C3=C4C=CNC4=NC=N3. Cell line: SF-295. Drug 2: C1=NC2=C(N1)C(=S)N=CN2. Synergy scores: CSS=18.1, Synergy_ZIP=-8.32, Synergy_Bliss=-6.61, Synergy_Loewe=-26.8, Synergy_HSA=-5.95. (6) Drug 1: C1CCC(CC1)NC(=O)N(CCCl)N=O. Drug 2: CCC(=C(C1=CC=CC=C1)C2=CC=C(C=C2)OCCN(C)C)C3=CC=CC=C3.C(C(=O)O)C(CC(=O)O)(C(=O)O)O. Cell line: BT-549. Synergy scores: CSS=20.3, Synergy_ZIP=-6.27, Synergy_Bliss=2.68, Synergy_Loewe=0.176, Synergy_HSA=1.57. (7) Drug 1: CCC(=C(C1=CC=CC=C1)C2=CC=C(C=C2)OCCN(C)C)C3=CC=CC=C3.C(C(=O)O)C(CC(=O)O)(C(=O)O)O. Drug 2: C(=O)(N)NO. Cell line: NCIH23. Synergy scores: CSS=3.51, Synergy_ZIP=1.60, Synergy_Bliss=5.41, Synergy_Loewe=-32.4, Synergy_HSA=0.807. (8) Drug 1: COC1=C(C=C2C(=C1)N=CN=C2NC3=CC(=C(C=C3)F)Cl)OCCCN4CCOCC4. Drug 2: B(C(CC(C)C)NC(=O)C(CC1=CC=CC=C1)NC(=O)C2=NC=CN=C2)(O)O. Cell line: PC-3. Synergy scores: CSS=14.8, Synergy_ZIP=-2.77, Synergy_Bliss=-1.84, Synergy_Loewe=-0.326, Synergy_HSA=-0.516.